From a dataset of Full USPTO retrosynthesis dataset with 1.9M reactions from patents (1976-2016). Predict the reactants needed to synthesize the given product. Given the product [OH:18][C:12]1[CH:11]=[C:10]2[C:15]([C:6]([O:5][C:4]3[CH:3]=[C:2]([NH:1][C:33]([NH:32][C:29]4[CH:28]=[C:27]([C:24]([CH3:26])([CH3:25])[C:23]([F:43])([F:42])[F:22])[O:31][N:30]=4)=[O:34])[CH:21]=[CH:20][CH:19]=3)=[N:7][CH:8]=[N:9]2)=[CH:14][C:13]=1[O:16][CH3:17], predict the reactants needed to synthesize it. The reactants are: [NH2:1][C:2]1[CH:3]=[C:4]([CH:19]=[CH:20][CH:21]=1)[O:5][C:6]1[C:15]2[C:10](=[CH:11][C:12]([OH:18])=[C:13]([O:16][CH3:17])[CH:14]=2)[N:9]=[CH:8][N:7]=1.[F:22][C:23]([F:43])([F:42])[C:24]([C:27]1[O:31][N:30]=[C:29]([NH:32][C:33](=O)[O:34]C2C=CC=CC=2)[CH:28]=1)([CH3:26])[CH3:25].